The task is: Predict the product of the given reaction.. This data is from Forward reaction prediction with 1.9M reactions from USPTO patents (1976-2016). (1) Given the reactants [Cl:1][C:2]1[CH:10]=[C:9]2[C:5]([C:6]([C:11]([O:13]C)=[O:12])=[CH:7][NH:8]2)=[CH:4][C:3]=1[C:15]1[CH:20]=[CH:19][C:18]([O:21][C@@H:22]2[CH2:26][CH2:25][CH2:24][C@H:23]2[OH:27])=[CH:17][CH:16]=1.[OH-].[Na+].Cl, predict the reaction product. The product is: [Cl:1][C:2]1[CH:10]=[C:9]2[C:5]([C:6]([C:11]([OH:13])=[O:12])=[CH:7][NH:8]2)=[CH:4][C:3]=1[C:15]1[CH:16]=[CH:17][C:18]([O:21][C@@H:22]2[CH2:26][CH2:25][CH2:24][C@H:23]2[OH:27])=[CH:19][CH:20]=1. (2) Given the reactants C([N:8]([CH2:32][C@@H:33]([C:35]1[CH:40]=[CH:39][CH:38]=[C:37]([Cl:41])[CH:36]=1)[OH:34])[CH2:9][CH2:10][C:11]1[CH:16]=[CH:15][C:14]([S:17]([C:20]2[CH:30]=[CH:29][C:23]([C:24]([O:26][CH2:27][CH3:28])=[O:25])=[C:22]([OH:31])[CH:21]=2)(=[O:19])=[O:18])=[CH:13][CH:12]=1)C1C=CC=CC=1.Cl, predict the reaction product. The product is: [Cl:41][C:37]1[CH:36]=[C:35]([C@@H:33]([OH:34])[CH2:32][NH:8][CH2:9][CH2:10][C:11]2[CH:12]=[CH:13][C:14]([S:17]([C:20]3[CH:30]=[CH:29][C:23]([C:24]([O:26][CH2:27][CH3:28])=[O:25])=[C:22]([OH:31])[CH:21]=3)(=[O:18])=[O:19])=[CH:15][CH:16]=2)[CH:40]=[CH:39][CH:38]=1. (3) Given the reactants [C:1]1([C:7]2[N:11]([C:12]3[CH:17]=[CH:16][CH:15]=[CH:14][C:13]=3[F:18])[N:10]=[N:9][C:8]=2[C:19]([OH:21])=O)[CH:6]=[CH:5][CH:4]=[CH:3][CH:2]=1.[F:22][C:23]([F:35])([F:34])[C:24]1[CH:25]=[C:26]([CH:31]=[CH:32][CH:33]=1)[C:27](=[N:29]O)[NH2:28], predict the reaction product. The product is: [F:18][C:13]1[CH:14]=[CH:15][CH:16]=[CH:17][C:12]=1[N:11]1[C:7]([C:1]2[CH:2]=[CH:3][CH:4]=[CH:5][CH:6]=2)=[C:8]([C:19]2[O:21][N:29]=[C:27]([C:26]3[CH:31]=[CH:32][CH:33]=[C:24]([C:23]([F:22])([F:34])[F:35])[CH:25]=3)[N:28]=2)[N:9]=[N:10]1. (4) Given the reactants [N:1]1([C:7]([N:9]2[CH2:14][CH:13]([C:15]3[CH:20]=[CH:19][C:18]([CH2:21][C:22]([F:25])([F:24])[F:23])=[CH:17][CH:16]=3)[CH2:12][CH:11]([C:26](O)=[O:27])[CH2:10]2)=[O:8])[CH2:6][CH2:5][S:4][CH2:3][CH2:2]1.O[N:30]=[C:31]([NH2:36])[CH2:32][CH2:33][O:34][CH3:35], predict the reaction product. The product is: [CH3:35][O:34][CH2:33][CH2:32][C:31]1[N:36]=[C:26]([CH:11]2[CH2:12][CH:13]([C:15]3[CH:16]=[CH:17][C:18]([CH2:21][C:22]([F:24])([F:25])[F:23])=[CH:19][CH:20]=3)[CH2:14][N:9]([C:7]([N:1]3[CH2:2][CH2:3][S:4][CH2:5][CH2:6]3)=[O:8])[CH2:10]2)[O:27][N:30]=1. (5) Given the reactants [NH2:1][C:2]1[CH:3]=[C:4]([C:8]2[N:9]([CH3:23])[C:10]3[C:15]([C:16]=2[I:17])=[CH:14][C:13]([C:18]([O:20]C)=[O:19])=[C:12]([OH:22])[CH:11]=3)[CH:5]=[CH:6][CH:7]=1, predict the reaction product. The product is: [NH2:1][C:2]1[CH:3]=[C:4]([C:8]2[N:9]([CH3:23])[C:10]3[C:15]([C:16]=2[I:17])=[CH:14][C:13]([C:18]([OH:20])=[O:19])=[C:12]([OH:22])[CH:11]=3)[CH:5]=[CH:6][CH:7]=1. (6) Given the reactants [Br:1][C:2]1[CH:9]=[CH:8][C:5]([C:6]#[N:7])=[C:4]([F:10])[CH:3]=1.Cl.[NH2:12][OH:13].CCN(CC)CC, predict the reaction product. The product is: [Br:1][C:2]1[CH:9]=[CH:8][C:5]([C:6](=[NH:7])[NH:12][OH:13])=[C:4]([F:10])[CH:3]=1. (7) Given the reactants [B-](F)(F)(F)[C:2]([CH3:4])=[CH2:3].[K+].Br[C:10]1[CH:11]=[C:12]([O:27][CH3:28])[C:13]([NH:16][S:17]([C:20]2[CH:25]=[CH:24][C:23]([F:26])=[CH:22][CH:21]=2)(=[O:19])=[O:18])=[N:14][CH:15]=1.C(=O)([O-])[O-].[Cs+].[Cs+], predict the reaction product. The product is: [F:26][C:23]1[CH:24]=[CH:25][C:20]([S:17]([NH:16][C:13]2[C:12]([O:27][CH3:28])=[CH:11][C:10]([C:2]([CH3:4])=[CH2:3])=[CH:15][N:14]=2)(=[O:19])=[O:18])=[CH:21][CH:22]=1.